Dataset: KCNQ2 potassium channel screen with 302,405 compounds. Task: Binary Classification. Given a drug SMILES string, predict its activity (active/inactive) in a high-throughput screening assay against a specified biological target. (1) The molecule is s1c(nc(CC(=O)Nc2ccc(F)cc2)c1)NC(=O)Nc1c(OC)cccc1. The result is 0 (inactive). (2) The molecule is O=c1[nH]c2c(cc1C(N1CCN(CC1)C(=O)c1occc1)c1n(nnn1)C(C)(C)C)cc(cc2C)C. The result is 0 (inactive). (3) The drug is S(CC(=O)N1CCCCC1)c1nc(nc2n(c(=O)n(c(=O)c12)C)C)CC(C)C. The result is 1 (active). (4) The molecule is S=C1N(C(=C(C(N1)c1ccccc1)C(OC)=O)C)CC. The result is 0 (inactive).